Dataset: Reaction yield outcomes from USPTO patents with 853,638 reactions. Task: Predict the reaction yield, written as a fraction of the theoretical maximum amount of product (1.0 means a 100% yield; for example, 0.34 means a 34% yield). (1) The reactants are [N:1]([CH:4]([O:16][CH2:17][CH2:18][O:19][CH2:20][C:21]([O:23][CH2:24][CH3:25])=[O:22])[CH2:5][O:6][C:7]1[CH:8]=[C:9]([CH:13]=[CH:14][CH:15]=1)[C:10]([OH:12])=O)=[N+:2]=[N-:3].C1C(=O)N(OC(ON2C(=O)CCC2=O)=O)C(=O)C1.FC(F)(F)C(O)=O.[NH2:51][CH2:52][CH2:53][NH:54][C:55](=[O:60])[C:56]([F:59])([F:58])[F:57].C(N(C(C)C)CC)(C)C. The catalyst is CN(C1C=CN=CC=1)C.CN(C=O)C. The product is [CH2:24]([O:23][C:21](=[O:22])[CH2:20][O:19][CH2:18][CH2:17][O:16][CH:4]([N:1]=[N+:2]=[N-:3])[CH2:5][O:6][C:7]1[CH:15]=[CH:14][CH:13]=[C:9]([C:10](=[O:12])[NH:51][CH2:52][CH2:53][NH:54][C:55](=[O:60])[C:56]([F:59])([F:58])[F:57])[CH:8]=1)[CH3:25]. The yield is 0.866. (2) The reactants are [C:1]([C:4]1[N:8]2[C:9](=[O:15])[CH:10]=[C:11]([CH2:13]Cl)[N:12]=[C:7]2[S:6][C:5]=1[CH3:16])(=[O:3])[CH3:2].[I-].[K+].C(=O)([O-])[O-].[K+].[K+].[F:25][C:26]([F:33])([F:32])[C:27]1[CH:31]=[CH:30][NH:29][N:28]=1. The catalyst is CC#N. The product is [C:1]([C:4]1[N:8]2[C:9](=[O:15])[CH:10]=[C:11]([CH2:13][N:29]3[CH:30]=[CH:31][C:27]([C:26]([F:33])([F:32])[F:25])=[N:28]3)[N:12]=[C:7]2[S:6][C:5]=1[CH3:16])(=[O:3])[CH3:2]. The yield is 0.700. (3) The reactants are C1C(=O)N([Br:8])C(=O)C1.C(OOC(=O)C1C=CC=CC=1)(=O)C1C=CC=CC=1.[I:27][C:28]1[CH:33]=[CH:32][C:31]([CH3:34])=[C:30]([N+:35]([O-:37])=[O:36])[CH:29]=1. The catalyst is C(Cl)(Cl)(Cl)Cl. The product is [Br:8][CH2:34][C:31]1[CH:32]=[CH:33][C:28]([I:27])=[CH:29][C:30]=1[N+:35]([O-:37])=[O:36]. The yield is 0.450. (4) The reactants are [C:1]([C:3]1[C:4]([CH2:19][NH:20][C:21]([C@H:23]2[CH2:27][C@@H:26]([F:28])[CH2:25][N:24]2C(OC(C)(C)C)=O)=[O:22])=[CH:5][C:6]([C:9]2[CH:10]=[N:11][C:12]([C:15]([F:18])([F:17])[F:16])=[CH:13][CH:14]=2)=[N:7][CH:8]=1)#[N:2].C(O)(C(F)(F)F)=O.[Cl:43]CCl. No catalyst specified. The product is [ClH:43].[C:1]([C:3]1[C:4]([CH2:19][NH:20][C:21]([C@H:23]2[CH2:27][C@@H:26]([F:28])[CH2:25][NH:24]2)=[O:22])=[CH:5][C:6]([C:9]2[CH:10]=[N:11][C:12]([C:15]([F:17])([F:18])[F:16])=[CH:13][CH:14]=2)=[N:7][CH:8]=1)#[N:2]. The yield is 0.870. (5) The reactants are [F:1][C:2]1[CH:10]=[CH:9][C:8]([CH:11]=[O:12])=[CH:7][C:3]=1[C:4](O)=[O:5].S(Cl)(Cl)=O.[CH3:17][NH:18][CH3:19]. The catalyst is C(Cl)Cl. The product is [F:1][C:2]1[CH:10]=[CH:9][C:8]([CH:11]=[O:12])=[CH:7][C:3]=1[C:4]([N:18]([CH3:19])[CH3:17])=[O:5]. The yield is 0.760.